Task: Predict the product of the given reaction.. Dataset: Forward reaction prediction with 1.9M reactions from USPTO patents (1976-2016) Given the reactants O[CH2:2][CH2:3][N:4]([CH:36]([CH3:38])[CH3:37])[C:5]([C:7]1[C:12]([O:13][CH2:14][C:15]2[CH:20]=[CH:19][CH:18]=[CH:17][CH:16]=2)=[C:11]([OH:21])[N:10]=[C:9]([CH2:22][C:23]2([C:28]3[CH:33]=[C:32]([Cl:34])[CH:31]=[CH:30][C:29]=3[Cl:35])[CH2:27][CH2:26][CH2:25][CH2:24]2)[N:8]=1)=[O:6].C1(P(C2C=CC=CC=2)C2C=CC=CC=2)C=CC=CC=1.N(C(OC(C)C)=O)=NC(OC(C)C)=O.C(OCC)(=O)C, predict the reaction product. The product is: [CH2:14]([O:13][C:12]1[C:11](=[O:21])[N:10]=[C:9]([CH2:22][C:23]2([C:28]3[CH:33]=[C:32]([Cl:34])[CH:31]=[CH:30][C:29]=3[Cl:35])[CH2:27][CH2:26][CH2:25][CH2:24]2)[N:8]2[CH2:2][CH2:3][N:4]([CH:36]([CH3:37])[CH3:38])[C:5](=[O:6])[C:7]=12)[C:15]1[CH:20]=[CH:19][CH:18]=[CH:17][CH:16]=1.